This data is from Full USPTO retrosynthesis dataset with 1.9M reactions from patents (1976-2016). The task is: Predict the reactants needed to synthesize the given product. Given the product [F:39][C:21]([F:20])([F:40])[C:22]1[CH:23]=[C:24]([CH:36]=[CH:37][CH:38]=1)[CH2:25][NH:26][C:27](=[O:35])[C:28]1[CH:29]=[CH:30][N:31]=[C:32]([C:6]2[CH:7]=[C:2]([F:1])[CH:3]=[CH:4][C:5]=2[N+:17]([O-:19])=[O:18])[CH:33]=1, predict the reactants needed to synthesize it. The reactants are: [F:1][C:2]1[CH:3]=[CH:4][C:5]([N+:17]([O-:19])=[O:18])=[C:6](B2OC(C)(C)C(C)(C)O2)[CH:7]=1.[F:20][C:21]([F:40])([F:39])[C:22]1[CH:23]=[C:24]([CH:36]=[CH:37][CH:38]=1)[CH2:25][NH:26][C:27](=[O:35])[C:28]1[CH:33]=[CH:32][N:31]=[C:30](Cl)[CH:29]=1.CC(C1C=C(C(C)C)C(C2C=CC=CC=2P(C2CCCCC2)C2CCCCC2)=C(C(C)C)C=1)C.[O-]P([O-])([O-])=O.[K+].[K+].[K+].